This data is from Forward reaction prediction with 1.9M reactions from USPTO patents (1976-2016). The task is: Predict the product of the given reaction. (1) Given the reactants [CH2:1]([O:3][C:4]([C:6]1[C:11]([NH:12][C:13]2[CH:18]=[CH:17][C:16](I)=[CH:15][C:14]=2[F:20])=[CH:10][C:9](=[O:21])[N:8]([CH3:22])[CH:7]=1)=[O:5])[CH3:2].[C:23]([Si](C)(C)C)#[CH:24].[F-].C([N+](CCCC)(CCCC)CCCC)CCC, predict the reaction product. The product is: [CH2:1]([O:3][C:4]([C:6]1[C:11]([NH:12][C:13]2[CH:18]=[CH:17][C:16]([C:23]#[CH:24])=[CH:15][C:14]=2[F:20])=[CH:10][C:9](=[O:21])[N:8]([CH3:22])[CH:7]=1)=[O:5])[CH3:2]. (2) Given the reactants [Cl:1][C:2]1[CH:10]=[CH:9][CH:8]=[C:7]2[C:3]=1[C:4]([C:11](=[O:16])[C:12]([F:15])([F:14])[F:13])=[CH:5][NH:6]2.FC(F)(F)S(O[CH2:23][C:24]([F:27])([F:26])[F:25])(=O)=O.C([O-])([O-])=O.[K+].[K+], predict the reaction product. The product is: [Cl:1][C:2]1[CH:10]=[CH:9][CH:8]=[C:7]2[C:3]=1[C:4]([C:11](=[O:16])[C:12]([F:14])([F:15])[F:13])=[CH:5][N:6]2[CH2:23][C:24]([F:27])([F:26])[F:25]. (3) Given the reactants [OH:1][C:2]1[CH:7]=[CH:6][C:5]([CH:8]([C:13]#[C:14][CH3:15])[CH2:9][C:10]([OH:12])=[O:11])=[CH:4][CH:3]=1.N[C@H]1C2C(=CC=CC=2)C[C@H]1O, predict the reaction product. The product is: [OH:1][C:2]1[CH:3]=[CH:4][C:5]([C@@H:8]([C:13]#[C:14][CH3:15])[CH2:9][C:10]([OH:12])=[O:11])=[CH:6][CH:7]=1.